From a dataset of Full USPTO retrosynthesis dataset with 1.9M reactions from patents (1976-2016). Predict the reactants needed to synthesize the given product. (1) Given the product [Cl:1][C:2]1[CH:3]=[C:4]([CH:8]2[C:14]3[CH:15]=[C:16]([CH:19]([C:26]4[CH:31]=[CH:30][C:29]([Cl:32])=[CH:28][CH:27]=4)[C:20]4[N:24]([CH3:25])[CH:23]=[N:22][CH:21]=4)[CH:17]=[CH:18][C:13]=3[N:12]3[N:35]=[N:34][N:33]=[C:11]3[CH2:10][S:9]2)[CH:5]=[CH:6][CH:7]=1, predict the reactants needed to synthesize it. The reactants are: [Cl:1][C:2]1[CH:3]=[C:4]([CH:8]2[C:14]3[CH:15]=[C:16]([CH:19]([C:26]4[CH:31]=[CH:30][C:29]([Cl:32])=[CH:28][CH:27]=4)[C:20]4[N:24]([CH3:25])[CH:23]=[N:22][CH:21]=4)[CH:17]=[CH:18][C:13]=3[N:12]=[C:11]([NH:33][NH2:34])[CH2:10][S:9]2)[CH:5]=[CH:6][CH:7]=1.[N:35]([O-])=O.[Na+].C([O-])([O-])=O.[K+].[K+]. (2) The reactants are: C(O[C:5](=[O:7])[CH3:6])(=O)C.[Br:8][C:9]1[C:14]([F:15])=[CH:13][C:12]([NH2:16])=[C:11]([CH3:17])[CH:10]=1. Given the product [Br:8][C:9]1[C:14]([F:15])=[CH:13][C:12]([NH:16][C:5](=[O:7])[CH3:6])=[C:11]([CH3:17])[CH:10]=1, predict the reactants needed to synthesize it. (3) Given the product [C:18]([C:10]1[CH:9]=[C:8]2[C:17]3=[C:16]4[C:5](=[CH:4][CH:3]=[C:2]([C:26]5[CH:27]=[CH:28][C:23]([Cl:22])=[CH:24][CH:25]=5)[C:15]4=[CH:14][CH:13]=[C:12]3[CH:11]=1)[CH:6]=[CH:7]2)([CH3:21])([CH3:19])[CH3:20], predict the reactants needed to synthesize it. The reactants are: Br[C:2]1[C:15]2[C:16]3=[C:17]4[C:12](=[CH:13][CH:14]=2)[CH:11]=[C:10]([C:18]([CH3:21])([CH3:20])[CH3:19])[CH:9]=[C:8]4[CH:7]=[CH:6][C:5]3=[CH:4][CH:3]=1.[Cl:22][C:23]1[CH:28]=[CH:27][C:26](B(O)O)=[CH:25][CH:24]=1.C(=O)([O-])[O-].[Na+].[Na+].COCCOC. (4) Given the product [NH2:27][C:22]1[CH:21]=[C:20]([C:6]2[C:5]3[C:9](=[CH:10][C:2]([F:1])=[CH:3][CH:4]=3)[N:8]([S:11]([C:14]3[CH:19]=[CH:18][CH:17]=[CH:16][CH:15]=3)(=[O:13])=[O:12])[CH:7]=2)[CH:25]=[CH:24][C:23]=1[OH:36], predict the reactants needed to synthesize it. The reactants are: [F:1][C:2]1[CH:10]=[C:9]2[C:5]([C:6]([C:20]3[CH:21]=[C:22]([NH2:27])[C:23](N)=[CH:24][CH:25]=3)=[CH:7][N:8]2[S:11]([C:14]2[CH:19]=[CH:18][CH:17]=[CH:16][CH:15]=2)(=[O:13])=[O:12])=[CH:4][CH:3]=1.NC1C=C(B2OC(C)(C)C(C)(C)[O:36]2)C=CC=1O.FC1C=C2C(C(I)=CN2S(C2C=CC=CC=2)(=O)=O)=CC=1. (5) Given the product [Li+:13].[CH2:1]([O:3][CH:4]1[CH2:6][CH:5]1[C:7]([O-:9])=[O:8])[CH3:2], predict the reactants needed to synthesize it. The reactants are: [CH2:1]([O:3][CH:4]1[CH2:6][CH:5]1[C:7]([O:9]CC)=[O:8])[CH3:2].[OH-].[Li+:13]. (6) Given the product [Br:1][C:2]1[CH:7]=[CH:6][C:5]([CH:8]([NH:10][C:13]([NH:12][CH3:11])=[O:14])[CH3:9])=[CH:4][CH:3]=1, predict the reactants needed to synthesize it. The reactants are: [Br:1][C:2]1[CH:7]=[CH:6][C:5]([C@H:8]([NH2:10])[CH3:9])=[CH:4][CH:3]=1.[CH3:11][N:12]=[C:13]=[O:14]. (7) Given the product [NH2:7][Cl:3].[NH2:7][CH2:8][CH2:9][S:10]([OH:13])(=[O:12])=[O:11], predict the reactants needed to synthesize it. The reactants are: OO.[Cl-:3].[Na+].ClO.[NH2:7][CH2:8][CH2:9][S:10]([OH:13])(=[O:12])=[O:11].